The task is: Predict the reaction yield, written as a fraction of the theoretical maximum amount of product (1.0 means a 100% yield; for example, 0.34 means a 34% yield).. This data is from Reaction yield outcomes from USPTO patents with 853,638 reactions. (1) The reactants are Cl[C:2]1[CH:3]=[C:4]([C:22]2[N:27]=[C:26]([C:28]3[CH:33]=[CH:32][CH:31]=[CH:30][CH:29]=3)[N:25]=[C:24]([C:34]3[CH:39]=[CH:38][CH:37]=[CH:36][CH:35]=3)[N:23]=2)[CH:5]=[C:6]([C:8]2[C:9]3[C:14]([CH:15]=[C:16]4[C:21]=2[CH:20]=[CH:19][CH:18]=[CH:17]4)=[CH:13][CH:12]=[CH:11][CH:10]=3)[CH:7]=1.[CH3:40][C:41]1[CH:46]=[CH:45][CH:44]=[C:43]([C:47]2[CH:52]=[CH:51][C:50](B3OC(C)(C)C(C)(C)O3)=[CH:49][CH:48]=2)[N:42]=1.C(=O)([O-])[O-].[K+].[K+].O1CCCC1. The catalyst is C([O-])(=O)C.[Pd+2].C([O-])(=O)C.C1(P(C2CCCCC2)C2C=CC=CC=2C2C(C(C)C)=CC(C(C)C)=CC=2C(C)C)CCCCC1.O.CO. The product is [C:28]1([C:26]2[N:25]=[C:24]([C:34]3[CH:39]=[CH:38][CH:37]=[CH:36][CH:35]=3)[N:23]=[C:22]([C:4]3[CH:3]=[C:2]([C:50]4[CH:49]=[CH:48][C:47]([C:43]5[CH:44]=[CH:45][CH:46]=[C:41]([CH3:40])[N:42]=5)=[CH:52][CH:51]=4)[CH:7]=[C:6]([C:8]4[C:21]5[C:16]([CH:15]=[C:14]6[C:9]=4[CH:10]=[CH:11][CH:12]=[CH:13]6)=[CH:17][CH:18]=[CH:19][CH:20]=5)[CH:5]=3)[N:27]=2)[CH:29]=[CH:30][CH:31]=[CH:32][CH:33]=1. The yield is 0.990. (2) The reactants are [F:1][C:2]([F:22])([F:21])[C:3]1[CH:4]=[C:5]([CH:14]=[C:15]([C:17]([F:20])([F:19])[F:18])[CH:16]=1)[CH2:6][N:7]1[CH2:12][CH2:11][C:10](=[O:13])[CH2:9][CH2:8]1.[Si](OS(C(F)(F)F)(=O)=O)(C)(C)C.[F:35][C:36]1[CH:50]=[CH:49][C:39]([CH:40](O)[C:41]2[CH:46]=[CH:45][C:44]([F:47])=[CH:43][CH:42]=2)=[CH:38][CH:37]=1.C(=O)([O-])[O-].[Na+].[Na+]. The catalyst is ClCCl.O. The product is [F:35][C:36]1[CH:37]=[CH:38][C:39]([CH:40]([C:41]2[CH:46]=[CH:45][C:44]([F:47])=[CH:43][CH:42]=2)[CH:9]2[C:10](=[O:13])[CH2:11][CH2:12][N:7]([CH2:6][C:5]3[CH:4]=[C:3]([C:2]([F:1])([F:21])[F:22])[CH:16]=[C:15]([C:17]([F:20])([F:18])[F:19])[CH:14]=3)[CH2:8]2)=[CH:49][CH:50]=1. The yield is 0.370.